Dataset: Catalyst prediction with 721,799 reactions and 888 catalyst types from USPTO. Task: Predict which catalyst facilitates the given reaction. (1) Reactant: [O:1]=[C:2]1[C:6]2=[CH:7][N:8]([CH2:15][C:16]3[CH:21]=[CH:20][C:19]([N:22]4[CH:26]=[CH:25][CH:24]=[N:23]4)=[CH:18][CH:17]=3)[C:9]3[CH:10]=[CH:11][CH:12]=[CH:13][C:14]=3[C:5]2=[N:4][N:3]1[C:27]1[CH:35]=[CH:34][CH:33]=[CH:32][C:28]=1[C:29](O)=[O:30].F[P-](F)(F)(F)(F)F.[N:43]1(O[P+](N2CCCC2)(N2CCCC2)N2CCCC2)[C:47]2C=CC=CC=2N=N1.CN.C(=O)(O)[O-].[Na+]. Product: [CH3:47][NH:43][C:29](=[O:30])[C:28]1[CH:32]=[CH:33][CH:34]=[CH:35][C:27]=1[N:3]1[C:2](=[O:1])[C:6]2=[CH:7][N:8]([CH2:15][C:16]3[CH:21]=[CH:20][C:19]([N:22]4[CH:26]=[CH:25][CH:24]=[N:23]4)=[CH:18][CH:17]=3)[C:9]3[CH:10]=[CH:11][CH:12]=[CH:13][C:14]=3[C:5]2=[N:4]1. The catalyst class is: 4. (2) Reactant: Br[C:2]1[N:6]2[CH:7]=[CH:8][CH:9]=[N:10][C:5]2=[N:4][CH:3]=1.C([Mg]Cl)(C)C.[CH2:16]([Sn:20](Cl)([CH2:25][CH2:26][CH2:27][CH3:28])[CH2:21][CH2:22][CH2:23][CH3:24])[CH2:17][CH2:18][CH3:19]. Product: [CH2:25]([Sn:20]([CH2:16][CH2:17][CH2:18][CH3:19])([CH2:21][CH2:22][CH2:23][CH3:24])[C:2]1[N:6]2[CH:7]=[CH:8][CH:9]=[N:10][C:5]2=[N:4][CH:3]=1)[CH2:26][CH2:27][CH3:28]. The catalyst class is: 7. (3) The catalyst class is: 2. Reactant: [NH2:1][C:2]1[C:3]2[C:10]([C:11]3[CH:16]=[CH:15][C:14]([O:17][CH2:18][C:19]4[N:23]([CH2:24][O:25][C:26](=[O:31])[C:27]([CH3:30])([CH3:29])[CH3:28])[N:22]=[N:21][CH:20]=4)=[CH:13][CH:12]=3)=[CH:9][N:8]([C@@H:32]3[CH2:36][CH2:35][N:34]([C:37]([O:39][C:40]([CH3:43])([CH3:42])[CH3:41])=[O:38])[CH2:33]3)[C:4]=2[N:5]=[CH:6][N:7]=1.C1C(=O)N([Br:51])C(=O)C1. Product: [NH2:1][C:2]1[C:3]2[C:10]([C:11]3[CH:12]=[CH:13][C:14]([O:17][CH2:18][C:19]4[N:23]([CH2:24][O:25][C:26](=[O:31])[C:27]([CH3:30])([CH3:29])[CH3:28])[N:22]=[N:21][CH:20]=4)=[CH:15][CH:16]=3)=[C:9]([Br:51])[N:8]([C@@H:32]3[CH2:36][CH2:35][N:34]([C:37]([O:39][C:40]([CH3:43])([CH3:42])[CH3:41])=[O:38])[CH2:33]3)[C:4]=2[N:5]=[CH:6][N:7]=1. (4) The catalyst class is: 20. Product: [Cl:26][C:24]1[CH:25]=[C:20]([C:14]2([C:16]([F:18])([F:17])[F:19])[O:13][N:12]=[C:11]([N:9]3[CH:10]=[C:6]([C:4]([OH:5])=[O:3])[C:7]([CH3:28])=[N:8]3)[CH2:15]2)[CH:21]=[C:22]([Cl:27])[CH:23]=1. Reactant: C([O:3][C:4]([C:6]1[C:7]([CH3:28])=[N:8][N:9]([C:11]2[CH2:15][C:14]([C:20]3[CH:25]=[C:24]([Cl:26])[CH:23]=[C:22]([Cl:27])[CH:21]=3)([C:16]([F:19])([F:18])[F:17])[O:13][N:12]=2)[CH:10]=1)=[O:5])C.[OH-].[Na+].CO.